From a dataset of CYP2C9 inhibition data for predicting drug metabolism from PubChem BioAssay. Regression/Classification. Given a drug SMILES string, predict its absorption, distribution, metabolism, or excretion properties. Task type varies by dataset: regression for continuous measurements (e.g., permeability, clearance, half-life) or binary classification for categorical outcomes (e.g., BBB penetration, CYP inhibition). Dataset: cyp2c9_veith. (1) The drug is CCOC(=O)c1cn(-c2nc(-c3ccc(Cl)cc3)cs2)c2c(F)c(N3CC(C)OC(C)C3)c(F)cc2c1=O. The result is 0 (non-inhibitor). (2) The molecule is CCOc1cc(C2CC(=O)c3c(ccc4ccccc34)N2)ccc1O. The result is 1 (inhibitor).